Dataset: Reaction yield outcomes from USPTO patents with 853,638 reactions. Task: Predict the reaction yield, written as a fraction of the theoretical maximum amount of product (1.0 means a 100% yield; for example, 0.34 means a 34% yield). (1) The reactants are [CH2:1]([O:3][C:4]([C:6]1[CH:11]=[CH:10][C:9]([NH:12][C:13]([N:15]2[CH2:20][CH2:19][N:18]([C:21]([O:23][C:24]([CH3:27])([CH3:26])[CH3:25])=[O:22])[CH2:17][CH:16]2[CH2:28]O)=[O:14])=[CH:8][CH:7]=1)=[O:5])[CH3:2].C1CCN2C(=NCCC2)CC1.CS(Cl)(=O)=O.O. The catalyst is ClCCl. The product is [CH2:1]([O:3][C:4]([C:6]1[CH:7]=[CH:8][C:9]([N:12]2[CH2:28][CH:16]3[CH2:17][N:18]([C:21]([O:23][C:24]([CH3:25])([CH3:26])[CH3:27])=[O:22])[CH2:19][CH2:20][N:15]3[C:13]2=[O:14])=[CH:10][CH:11]=1)=[O:5])[CH3:2]. The yield is 0.780. (2) The reactants are Cl[C:2]1[CH:7]=[CH:6][C:5]([C:8]2[CH:13]=[CH:12][C:11]([C:14]3[NH:18][C:17]([C@@H:19]4[CH2:23][CH2:22][CH2:21][N:20]4[C:24]([O:26][CH2:27][C:28]4[CH:33]=[CH:32][CH:31]=[CH:30][CH:29]=4)=[O:25])=[N:16][CH:15]=3)=[CH:10][CH:9]=2)=[CH:4][CH:3]=1.[B:34]1([B:34]2[O:38][C:37]([CH3:40])([CH3:39])[C:36]([CH3:42])([CH3:41])[O:35]2)[O:38][C:37]([CH3:40])([CH3:39])[C:36]([CH3:42])([CH3:41])[O:35]1.C1(P(C2CCCCC2)C2C=CC=CC=2C2C(C(C)C)=CC(C(C)C)=CC=2C(C)C)CCCCC1.C([O-])(=O)C.[K+]. The catalyst is C1C=CC(/C=C/C(/C=C/C2C=CC=CC=2)=O)=CC=1.C1C=CC(/C=C/C(/C=C/C2C=CC=CC=2)=O)=CC=1.C1C=CC(/C=C/C(/C=C/C2C=CC=CC=2)=O)=CC=1.[Pd].[Pd].O1CCOCC1. The product is [CH3:41][C:36]1([CH3:42])[C:37]([CH3:40])([CH3:39])[O:38][B:34]([C:2]2[CH:7]=[CH:6][C:5]([C:8]3[CH:13]=[CH:12][C:11]([C:14]4[NH:18][C:17]([C@@H:19]5[CH2:23][CH2:22][CH2:21][N:20]5[C:24]([O:26][CH2:27][C:28]5[CH:33]=[CH:32][CH:31]=[CH:30][CH:29]=5)=[O:25])=[N:16][CH:15]=4)=[CH:10][CH:9]=3)=[CH:4][CH:3]=2)[O:35]1. The yield is 0.890. (3) The reactants are [NH2:1][C:2]1[CH:3]=[N:4][C:5]([NH:8][C:9]2[CH:14]=[CH:13][C:12]([S:15]([NH:18][CH2:19][CH2:20][N:21]3[CH2:25][CH2:24][CH2:23][CH2:22]3)(=[O:17])=[O:16])=[CH:11][CH:10]=2)=[N:6][CH:7]=1.[CH2:26]([NH:33][S:34]([C:37]1[CH:42]=[CH:41][C:40]([CH3:43])=[C:39](Br)[CH:38]=1)(=[O:36])=[O:35])[C:27]1[CH:32]=[CH:31][CH:30]=[CH:29][CH:28]=1.CC1(C)C2C(=C(P(C3C=CC=CC=3)C3C=CC=CC=3)C=CC=2)OC2C(P(C3C=CC=CC=3)C3C=CC=CC=3)=CC=CC1=2.CC(C)([O-])C.[K+]. The catalyst is O1CCOCC1.CC([O-])=O.CC([O-])=O.[Pd+2]. The product is [CH2:26]([NH:33][S:34]([C:37]1[CH:38]=[CH:39][C:40]([CH3:43])=[C:41]([NH:1][C:2]2[CH:7]=[N:6][C:5]([NH:8][C:9]3[CH:14]=[CH:13][C:12]([S:15](=[O:17])(=[O:16])[NH:18][CH2:19][CH2:20][N:21]4[CH2:25][CH2:24][CH2:23][CH2:22]4)=[CH:11][CH:10]=3)=[N:4][CH:3]=2)[CH:42]=1)(=[O:36])=[O:35])[C:27]1[CH:28]=[CH:29][CH:30]=[CH:31][CH:32]=1. The yield is 0.580. (4) The reactants are I[C:2]1[CH:7]=[CH:6][N:5]=[C:4]([N:8]2[C:16]3[CH2:15][CH2:14][C:13]([CH3:18])([CH3:17])[CH2:12][C:11]=3[C:10]([C:19]([NH2:21])=[O:20])=[N:9]2)[CH:3]=1.[C:22]([C@:24]1([OH:31])[CH2:28][CH2:27][N:26]([CH3:29])[C:25]1=[O:30])#[CH:23]. No catalyst specified. The product is [OH:31][C@@:24]1([C:22]#[C:23][C:2]2[CH:7]=[CH:6][N:5]=[C:4]([N:8]3[C:16]4[CH2:15][CH2:14][C:13]([CH3:18])([CH3:17])[CH2:12][C:11]=4[C:10]([C:19]([NH2:21])=[O:20])=[N:9]3)[CH:3]=2)[CH2:28][CH2:27][N:26]([CH3:29])[C:25]1=[O:30]. The yield is 0.660.